This data is from Full USPTO retrosynthesis dataset with 1.9M reactions from patents (1976-2016). The task is: Predict the reactants needed to synthesize the given product. (1) Given the product [CH2:7]([C:9]([C:27]1[CH:32]=[CH:31][C:30]([O:33][S:37]([C:36]([F:49])([F:48])[F:35])(=[O:39])=[O:38])=[C:29]([CH3:34])[CH:28]=1)([C:12]1[CH:17]=[CH:16][C:15](/[CH:18]=[CH:19]/[C:20]([CH2:21][CH3:22])([OH:23])[CH2:24][CH3:25])=[C:14]([CH3:26])[CH:13]=1)[CH2:10][CH3:11])[CH3:8], predict the reactants needed to synthesize it. The reactants are: N1C=CC=CC=1.[CH2:7]([C:9]([C:27]1[CH:32]=[CH:31][C:30]([OH:33])=[C:29]([CH3:34])[CH:28]=1)([C:12]1[CH:17]=[CH:16][C:15]([CH:18]=[CH:19][C:20]([CH2:24][CH3:25])([OH:23])[CH2:21][CH3:22])=[C:14]([CH3:26])[CH:13]=1)[CH2:10][CH3:11])[CH3:8].[F:35][C:36]([F:49])([F:48])[S:37](O[S:37]([C:36]([F:49])([F:48])[F:35])(=[O:39])=[O:38])(=[O:39])=[O:38].[Cl-].[NH4+]. (2) Given the product [C:1]([N:16]1[C:20](=[O:21])[CH2:19][CH2:18][C:17]1=[O:22])(=[O:14])[CH2:2][CH2:3][CH2:4][CH2:5][CH2:6][CH2:7][CH2:8][CH2:9][CH2:10][CH2:11][CH3:12], predict the reactants needed to synthesize it. The reactants are: [C:1]([OH:14])(=O)[CH2:2][CH2:3][CH2:4][CH2:5][CH2:6][CH2:7][CH2:8][CH2:9][CH2:10][CH2:11][CH3:12].O[N:16]1[C:20](=[O:21])[CH2:19][CH2:18][C:17]1=[O:22].Cl.C(N=C=NCCCN(C)C)C. (3) Given the product [Cl:1][C:2]1[S:3][C:4]([N:11]([CH2:18][CH3:19])[CH:12]2[CH2:17][CH2:16][O:15][CH2:14][CH2:13]2)=[C:5]([CH3:10])[C:6]=1[C:7]([NH:21][CH2:22][C:23]1[C:24](=[O:31])[NH:25][C:26]([CH3:30])=[CH:27][C:28]=1[CH3:29])=[O:9], predict the reactants needed to synthesize it. The reactants are: [Cl:1][C:2]1[S:3][C:4]([N:11]([CH2:18][CH3:19])[CH:12]2[CH2:17][CH2:16][O:15][CH2:14][CH2:13]2)=[C:5]([CH3:10])[C:6]=1[C:7]([OH:9])=O.Cl.[NH2:21][CH2:22][C:23]1[C:24](=[O:31])[NH:25][C:26]([CH3:30])=[CH:27][C:28]=1[CH3:29].C(Cl)CCl.C1C=NC2N(O)N=NC=2C=1.CN1CCOCC1.